Dataset: Peptide-MHC class I binding affinity with 185,985 pairs from IEDB/IMGT. Task: Regression. Given a peptide amino acid sequence and an MHC pseudo amino acid sequence, predict their binding affinity value. This is MHC class I binding data. (1) The peptide sequence is KAVRLIKFLY. The MHC is HLA-B46:01 with pseudo-sequence HLA-B46:01. The binding affinity (normalized) is 0.154. (2) The peptide sequence is AYIDNYNKF. The MHC is Mamu-B52 with pseudo-sequence Mamu-B52. The binding affinity (normalized) is 0. (3) The peptide sequence is DWMERIEDF. The MHC is HLA-B57:01 with pseudo-sequence HLA-B57:01. The binding affinity (normalized) is 0.0847. (4) The peptide sequence is FVVNGHTCM. The binding affinity (normalized) is 0.187. The MHC is HLA-A02:02 with pseudo-sequence HLA-A02:02. (5) The peptide sequence is GVIYIMIISK. The MHC is HLA-A03:01 with pseudo-sequence HLA-A03:01. The binding affinity (normalized) is 0.385.